Dataset: Reaction yield outcomes from USPTO patents with 853,638 reactions. Task: Predict the reaction yield, written as a fraction of the theoretical maximum amount of product (1.0 means a 100% yield; for example, 0.34 means a 34% yield). The catalyst is C1(C)C=CC=CC=1.CC([O-])=O.CC([O-])=O.[Pd+2]. The product is [CH3:27][C:22]1[CH:23]=[C:24]([CH3:26])[N:25]=[C:20]([N:17]2[CH2:18][CH2:19][C:11]3([C:10](=[O:28])[N:9]([CH2:8][C:3]4[C:2]([C:65]5[CH:64]=[CH:63][CH:62]=[C:61]([CH2:60][O:59][CH3:58])[CH:66]=5)=[N:6][N:5]([CH3:7])[N:4]=4)[CH2:14][CH2:13][CH2:12]3)[CH2:15][CH2:16]2)[N:21]=1. The yield is 0.700. The reactants are Br[C:2]1[C:3]([CH2:8][N:9]2[CH2:14][CH2:13][CH2:12][C:11]3([CH2:19][CH2:18][N:17]([C:20]4[N:25]=[C:24]([CH3:26])[CH:23]=[C:22]([CH3:27])[N:21]=4)[CH2:16][CH2:15]3)[C:10]2=[O:28])=[N:4][N:5]([CH3:7])[N:6]=1.COC1C=CC=C(OC)C=1C1C=CC=CC=1P(C1CCCCC1)C1CCCCC1.[CH3:58][O:59][CH2:60][C:61]1[CH:62]=[C:63](B(O)O)[CH:64]=[CH:65][CH:66]=1.[O-]P([O-])([O-])=O.[K+].[K+].[K+].